From a dataset of Forward reaction prediction with 1.9M reactions from USPTO patents (1976-2016). Predict the product of the given reaction. (1) Given the reactants C([N:8]1[CH2:13][CH2:12][C:11]([CH:20]2[CH2:25][CH2:24][CH2:23][CH2:22][CH2:21]2)([CH2:14]OS(C)(=O)=O)[CH2:10][CH2:9]1)(OC(C)(C)C)=O.[CH3:26][C:27]([S-:30])(C)[CH3:28].[Na+].O.[C:33]([OH:39])([C:35]([F:38])([F:37])[F:36])=[O:34], predict the reaction product. The product is: [F:36][C:35]([F:38])([F:37])[C:33]([OH:39])=[O:34].[CH:20]1([C:11]2([CH2:14][S:30][CH:27]([CH3:28])[CH3:26])[CH2:10][CH2:9][NH:8][CH2:13][CH2:12]2)[CH2:21][CH2:22][CH2:23][CH2:24][CH2:25]1. (2) The product is: [F:21][C@@H:19]1[CH2:20][N:16]([C:14](=[O:15])[CH2:13][NH:12][C:7]23[CH2:10][CH2:11][C:4]([C:1]([O:3][CH2:30][C:29]4[CH:28]=[CH:27][C:26]([C:25]([F:24])([F:34])[F:35])=[CH:33][CH:32]=4)=[O:2])([CH2:9][CH2:8]2)[CH2:5][CH2:6]3)[C@H:17]([C:22]#[N:23])[CH2:18]1. Given the reactants [C:1]([C:4]12[CH2:11][CH2:10][C:7]([NH:12][CH2:13][C:14]([N:16]3[CH2:20][C@@H:19]([F:21])[CH2:18][C@H:17]3[C:22]#[N:23])=[O:15])([CH2:8][CH2:9]1)[CH2:6][CH2:5]2)([OH:3])=[O:2].[F:24][C:25]([F:35])([F:34])[C:26]1[CH:33]=[CH:32][C:29]([CH2:30]Br)=[CH:28][CH:27]=1, predict the reaction product.